Dataset: Full USPTO retrosynthesis dataset with 1.9M reactions from patents (1976-2016). Task: Predict the reactants needed to synthesize the given product. (1) Given the product [N+:16]([C:19]1[CH:26]=[CH:25][C:22]([CH2:23][O:14][C:13](=[O:15])[CH2:12][N:8]([C:6]([O:5][C:1]([CH3:3])([CH3:2])[CH3:4])=[O:7])[CH:9]([CH3:11])[CH3:10])=[CH:21][CH:20]=1)([O-:18])=[O:17], predict the reactants needed to synthesize it. The reactants are: [C:1]([O:5][C:6]([N:8]([CH2:12][C:13]([OH:15])=[O:14])[CH:9]([CH3:11])[CH3:10])=[O:7])([CH3:4])([CH3:3])[CH3:2].[N+:16]([C:19]1[CH:26]=[CH:25][C:22]([CH2:23]O)=[CH:21][CH:20]=1)([O-:18])=[O:17].CCN=C=NCCCN(C)C. (2) Given the product [F:24][C:21]1[CH:22]=[C:23]2[C:15]([C:12]3[N:13]=[CH:14][C:9]4[N:8]([CH3:33])[S:7](=[O:34])(=[O:35])[NH:6][C:10]=4[N:11]=3)=[N:16][N:17]([CH2:25][C:26]3[CH:31]=[CH:30][CH:29]=[CH:28][C:27]=3[F:32])[C:18]2=[N:19][CH:20]=1, predict the reactants needed to synthesize it. The reactants are: COC1C=C(OC)C=CC=1C[N:6]1[C:10]2[N:11]=[C:12]([C:15]3[C:23]4[C:18](=[N:19][CH:20]=[C:21]([F:24])[CH:22]=4)[N:17]([CH2:25][C:26]4[CH:31]=[CH:30][CH:29]=[CH:28][C:27]=4[F:32])[N:16]=3)[N:13]=[CH:14][C:9]=2[N:8]([CH3:33])[S:7]1(=[O:35])=[O:34].C([SiH](CC)CC)C. (3) Given the product [CH:1]([C:4]1[C:8]([C:9]([O:11][CH2:12][CH3:13])=[O:10])=[CH:7][N:6]([C:15]2[CH:20]=[CH:19][CH:18]=[CH:17][CH:16]=2)[N:5]=1)([CH3:3])[CH3:2], predict the reactants needed to synthesize it. The reactants are: [CH:1]([C:4]1[C:8]([C:9]([O:11][CH2:12][CH3:13])=[O:10])=[CH:7][NH:6][N:5]=1)([CH3:3])[CH3:2].I[C:15]1[CH:20]=[CH:19][CH:18]=[CH:17][CH:16]=1.C([O-])([O-])=O.[K+].[K+].CN[C@H]1CCCC[C@@H]1NC.